This data is from Catalyst prediction with 721,799 reactions and 888 catalyst types from USPTO. The task is: Predict which catalyst facilitates the given reaction. (1) Reactant: Cl[C:2]1[C:11]([O:12][CH:13]2[CH2:18][CH2:17][CH2:16][CH2:15][O:14]2)=[CH:10][C:5]([C:6]([O:8][CH3:9])=[O:7])=[CH:4][N:3]=1.[F:19][C:20]1[CH:25]=[CH:24][C:23]([O:26][CH3:27])=[CH:22][C:21]=1B(O)O.C1(P(C2CCCCC2)C2C=CC=CC=2C2C(OC)=CC=CC=2OC)CCCCC1.C(=O)([O-])[O-].[Na+].[Na+]. Product: [F:19][C:20]1[CH:25]=[CH:24][C:23]([O:26][CH3:27])=[CH:22][C:21]=1[C:2]1[C:11]([O:12][CH:13]2[CH2:18][CH2:17][CH2:16][CH2:15][O:14]2)=[CH:10][C:5]([C:6]([O:8][CH3:9])=[O:7])=[CH:4][N:3]=1. The catalyst class is: 491. (2) Reactant: O[Li].O.C([O:6][C:7](=[O:23])[CH2:8][C:9]([NH:11][C:12]1[S:13][CH:14]=[C:15]([C:17]2[CH:22]=[CH:21][CH:20]=[CH:19][CH:18]=2)[N:16]=1)=[O:10])C. Product: [C:17]1([C:15]2[N:16]=[C:12]([NH:11][C:9](=[O:10])[CH2:8][C:7]([OH:23])=[O:6])[S:13][CH:14]=2)[CH:18]=[CH:19][CH:20]=[CH:21][CH:22]=1. The catalyst class is: 200. (3) The catalyst class is: 2. Reactant: [N:1]([CH2:4][CH2:5][CH2:6][CH2:7][CH2:8][C:9]([O:11][CH2:12][CH3:13])=[O:10])=[C:2]=[O:3].[NH2:14][CH2:15][CH2:16][CH2:17][CH2:18][C:19]([CH3:23])([CH3:22])[CH2:20][OH:21]. Product: [OH:21][CH2:20][C:19]([CH3:23])([CH3:22])[CH2:18][CH2:17][CH2:16][CH2:15][NH:14][C:2]([NH:1][CH2:4][CH2:5][CH2:6][CH2:7][CH2:8][C:9]([O:11][CH2:12][CH3:13])=[O:10])=[O:3]. (4) Reactant: CN(C(ON1N=NC2C=CC=NC1=2)=[N+](C)C)C.F[P-](F)(F)(F)(F)F.[CH3:25][C:26]1[C:34]2[C:33]([NH:35][C:36]3[C:37]([O:42][CH:43]4[CH2:48][CH2:47][O:46][CH2:45][CH2:44]4)=[N:38][CH:39]=[CH:40][CH:41]=3)=[N:32][CH:31]=[N:30][C:29]=2[S:28][C:27]=1[C:49]([OH:51])=O.CCN(C(C)C)C(C)C.[CH3:61][N:62]([CH3:67])[CH2:63][CH2:64][CH2:65][NH2:66]. Product: [CH3:61][N:62]([CH3:67])[CH2:63][CH2:64][CH2:65][NH:66][C:49]([C:27]1[S:28][C:29]2[N:30]=[CH:31][N:32]=[C:33]([NH:35][C:36]3[C:37]([O:42][CH:43]4[CH2:48][CH2:47][O:46][CH2:45][CH2:44]4)=[N:38][CH:39]=[CH:40][CH:41]=3)[C:34]=2[C:26]=1[CH3:25])=[O:51]. The catalyst class is: 3. (5) Reactant: [N:1]1([CH:10]([C:17]2[CH:22]=[CH:21][C:20]([O:23][CH3:24])=[CH:19][CH:18]=2)[CH:11]([OH:16])[C:12]([O:14][CH3:15])=[O:13])[C:9]2[C:4](=[CH:5][CH:6]=[CH:7][CH:8]=2)[CH2:3][CH2:2]1.ClC1C(=O)C(C#N)=C(C#N)C(=O)C=1Cl. Product: [OH:16][CH:11]([CH:10]([N:1]1[C:9]2[C:4](=[CH:5][CH:6]=[CH:7][CH:8]=2)[CH:3]=[CH:2]1)[C:17]1[CH:18]=[CH:19][C:20]([O:23][CH3:24])=[CH:21][CH:22]=1)[C:12]([O:14][CH3:15])=[O:13]. The catalyst class is: 11. (6) Reactant: [F:1][C:2]1[CH:26]=[C:25]([F:27])[CH:24]=[CH:23][C:3]=1[O:4][C:5]1[N:10]=[C:9]2[N:11](COCC[Si](C)(C)C)[N:12]=[C:13]([I:14])[C:8]2=[CH:7][N:6]=1.Cl. Product: [F:1][C:2]1[CH:26]=[C:25]([F:27])[CH:24]=[CH:23][C:3]=1[O:4][C:5]1[N:10]=[C:9]2[NH:11][N:12]=[C:13]([I:14])[C:8]2=[CH:7][N:6]=1. The catalyst class is: 5. (7) Reactant: O[C:2]1C(C(O)=O)=[CH:6][N:5]=[C:4]([CH3:11])[CH:3]=1.[C:12](Cl)(=O)[C:13]([Cl:15])=[O:14].C(Cl)[Cl:19]. Product: [Cl:19][C:2]1[C:12]([C:13]([Cl:15])=[O:14])=[CH:6][N:5]=[C:4]([CH3:11])[CH:3]=1. The catalyst class is: 3. (8) Reactant: C(C1C(=O)C(Cl)=C(Cl)C(=O)C=1C#N)#N.[Br:15][C:16]1[C:17]([F:28])=[C:18]2[C:22](=[C:23]([C:25]([OH:27])=[O:26])[CH:24]=1)[NH:21][CH2:20][CH2:19]2. Product: [Br:15][C:16]1[C:17]([F:28])=[C:18]2[C:22](=[C:23]([C:25]([OH:27])=[O:26])[CH:24]=1)[NH:21][CH:20]=[CH:19]2. The catalyst class is: 22. (9) Reactant: [F:1][C:2]1[CH:30]=[C:29]([S:31]([CH3:34])(=[O:33])=[O:32])[C:28]([F:35])=[CH:27][C:3]=1[O:4][C@H:5]1[CH2:9][CH2:8][N:7]([CH:10]2[CH2:15][CH2:14][N:13]([C:16](=O)[CH2:17][NH:18][C:19](=O)[C:20]([F:23])([F:22])[F:21])[CH2:12][CH2:11]2)[C:6]1=[O:26].COC1C=CC(P2(=S)SP(=S)(C3C=CC(OC)=CC=3)[S:45]2)=CC=1. Product: [F:1][C:2]1[CH:30]=[C:29]([S:31]([CH3:34])(=[O:32])=[O:33])[C:28]([F:35])=[CH:27][C:3]=1[O:4][C@H:5]1[CH2:9][CH2:8][N:7]([CH:10]2[CH2:11][CH2:12][N:13]([C:16]3[S:45][C:19]([C:20]([F:22])([F:21])[F:23])=[N:18][CH:17]=3)[CH2:14][CH2:15]2)[C:6]1=[O:26]. The catalyst class is: 93.